Task: Regression. Given two drug SMILES strings and cell line genomic features, predict the synergy score measuring deviation from expected non-interaction effect.. Dataset: NCI-60 drug combinations with 297,098 pairs across 59 cell lines (1) Drug 2: C(CN)CNCCSP(=O)(O)O. Drug 1: CC12CCC3C(C1CCC2=O)CC(=C)C4=CC(=O)C=CC34C. Synergy scores: CSS=4.75, Synergy_ZIP=-12.4, Synergy_Bliss=-23.7, Synergy_Loewe=-33.5, Synergy_HSA=-25.2. Cell line: COLO 205. (2) Drug 1: CC(C1=C(C=CC(=C1Cl)F)Cl)OC2=C(N=CC(=C2)C3=CN(N=C3)C4CCNCC4)N. Drug 2: C1CN1P(=S)(N2CC2)N3CC3. Cell line: NCI/ADR-RES. Synergy scores: CSS=-1.73, Synergy_ZIP=-3.14, Synergy_Bliss=-6.65, Synergy_Loewe=-8.93, Synergy_HSA=-7.46. (3) Synergy scores: CSS=44.5, Synergy_ZIP=1.69, Synergy_Bliss=-0.835, Synergy_Loewe=-12.9, Synergy_HSA=-0.664. Cell line: BT-549. Drug 2: CN(CC1=CN=C2C(=N1)C(=NC(=N2)N)N)C3=CC=C(C=C3)C(=O)NC(CCC(=O)O)C(=O)O. Drug 1: CC1=C2C(C(=O)C3(C(CC4C(C3C(C(C2(C)C)(CC1OC(=O)C(C(C5=CC=CC=C5)NC(=O)OC(C)(C)C)O)O)OC(=O)C6=CC=CC=C6)(CO4)OC(=O)C)OC)C)OC.